Predict the reactants needed to synthesize the given product. From a dataset of Full USPTO retrosynthesis dataset with 1.9M reactions from patents (1976-2016). (1) Given the product [CH3:26][O:25][CH2:24][CH2:23][C:15]1[C:16]2[CH:22]=[CH:21][CH:20]=[CH:19][C:17]=2[S:18][C:14]=1[CH2:13][CH2:12][N:11]([CH3:10])[CH3:28], predict the reactants needed to synthesize it. The reactants are: [BH4-].[Na+].C(O)(C(F)(F)F)=O.[CH3:10][N:11]([CH3:28])[CH2:12][CH2:13][C:14]1[S:18][C:17]2[CH:19]=[CH:20][CH:21]=[CH:22][C:16]=2[C:15]=1[C:23](=O)[CH2:24][O:25][CH3:26].[NH4+].[OH-]. (2) Given the product [CH3:1][O:3][C:4](=[O:22])[C:5]1[CH:10]=[C:9]([O:11][CH3:12])[CH:8]=[CH:7][C:6]=1[NH:21][C:34](=[O:35])[C:33]1[CH:37]=[CH:38][CH:39]=[C:31]([CH2:30][Cl:29])[CH:32]=1, predict the reactants needed to synthesize it. The reactants are: [CH2:1]([O:3][C:4](=[O:22])[C:5]1[CH:10]=[C:9]([O:11][CH2:12]COC)[C:8](OCCOC)=[CH:7][C:6]=1[NH2:21])C.N1C=CC=CC=1.[Cl:29][CH2:30][C:31]1[CH:32]=[C:33]([CH:37]=[CH:38][CH:39]=1)[C:34](O)=[O:35]. (3) Given the product [F:1][C:2]1[CH:10]=[C:9]([F:11])[CH:8]=[CH:7][C:3]=1[C:4]([NH:17][C:14]1[CH:15]=[CH:16][O:12][N:13]=1)=[O:5], predict the reactants needed to synthesize it. The reactants are: [F:1][C:2]1[CH:10]=[C:9]([F:11])[CH:8]=[CH:7][C:3]=1[C:4](Cl)=[O:5].[O:12]1[CH:16]=[CH:15][C:14]([NH2:17])=[N:13]1.O. (4) Given the product [Cl:2][C:3]1[N:8]=[C:7]([Cl:9])[C:6]([C:10]2[CH:15]=[CH:14][CH:13]=[CH:12][C:11]=2[S:16][C:18]([Cl:22])([Cl:20])[Cl:19])=[CH:5][N:4]=1, predict the reactants needed to synthesize it. The reactants are: O.[Cl:2][C:3]1[N:8]=[C:7]([Cl:9])[C:6]([C:10]2[CH:15]=[CH:14][CH:13]=[CH:12][C:11]=2[S:16]C)=[CH:5][N:4]=1.[C:18]([Cl:22])(Cl)([Cl:20])[Cl:19]. (5) Given the product [CH2:13]([O:12][C:9]1[CH:8]=[CH:7][C:6]([CH2:5][CH2:4][CH2:3][NH:68][C@H:61]([C:62]2[CH:63]=[CH:64][CH:65]=[CH:66][CH:67]=2)[C@H:54]([NH:53][S:50]([C:47]2[CH:46]=[CH:45][C:44]([CH3:43])=[CH:49][CH:48]=2)(=[O:52])=[O:51])[C:55]2[CH:56]=[CH:57][CH:58]=[CH:59][CH:60]=2)=[CH:11][CH:10]=1)[CH2:14][CH2:15][CH2:16][C:17]#[CH:18], predict the reactants needed to synthesize it. The reactants are: C([CH:3](O)[CH2:4][CH2:5][C:6]1[CH:11]=[CH:10][C:9]([O:12][CH2:13][CH2:14][CH2:15][CH2:16][C:17]#[CH:18])=[CH:8][CH:7]=1)C.N1C(C)=CC=CC=1C.FC(F)(F)S(OS(C(F)(F)F)(=O)=O)(=O)=O.[CH3:43][C:44]1[CH:49]=[CH:48][C:47]([S:50]([NH:53][C@@H:54]([C@H:61]([NH2:68])[C:62]2[CH:67]=[CH:66][CH:65]=[CH:64][CH:63]=2)[C:55]2[CH:60]=[CH:59][CH:58]=[CH:57][CH:56]=2)(=[O:52])=[O:51])=[CH:46][CH:45]=1.CCN(CC)CC. (6) Given the product [CH3:59][O:58][C:56]1[CH:55]=[C:53]([N:54]2[C:12](=[O:13])[C:11]3[S:14][CH:15]=[C:16]([C:17]4[CH:22]=[CH:21][CH:20]=[CH:19][CH:18]=4)[C:10]=3[N:9]=[CH:8]2)[CH:52]=[C:51]([O:50][CH3:49])[CH:57]=1, predict the reactants needed to synthesize it. The reactants are: C1(N2[C:12](=[O:13])[C:11]3[S:14][CH:15]=[C:16]([C:17]4[CH:22]=[CH:21][CH:20]=[CH:19][CH:18]=4)[C:10]=3[N:9]=[CH:8]2)C=CC=CC=1.NC1C(C2C=CC=CC=2)=CSC=1C(OC)=O.C(OCC)(OCC)OCC.[CH3:49][O:50][C:51]1[CH:52]=[C:53]([CH:55]=[C:56]([O:58][CH3:59])[CH:57]=1)[NH2:54]. (7) Given the product [CH2:1]([O:3][C:4]1[CH:9]=[CH:8][C:7]([O:10][CH2:17][CH:19]2[CH2:20][O:21]2)=[CH:6][CH:5]=1)[CH3:2], predict the reactants needed to synthesize it. The reactants are: [CH2:1]([O:3][C:4]1[CH:9]=[CH:8][C:7]([OH:10])=[CH:6][CH:5]=1)[CH3:2].C(=O)([O-])[O-].[K+].[K+].[CH2:17]([CH:19]1[O:21][CH2:20]1)Cl. (8) Given the product [N:1]1([CH2:6][CH2:7][CH2:8][O:9][C:10]2[CH:15]=[CH:14][C:13]([C:16]3([C:22]([N:25]4[CH2:30][CH2:29][NH:28][CH2:27][CH2:26]4)=[O:23])[CH2:17][CH2:18][CH2:19][CH2:20][CH2:21]3)=[CH:12][CH:11]=2)[CH2:2][CH2:3][CH2:4][CH2:5]1, predict the reactants needed to synthesize it. The reactants are: [N:1]1([CH2:6][CH2:7][CH2:8][O:9][C:10]2[CH:15]=[CH:14][C:13]([C:16]3([C:22](O)=[O:23])[CH2:21][CH2:20][CH2:19][CH2:18][CH2:17]3)=[CH:12][CH:11]=2)[CH2:5][CH2:4][CH2:3][CH2:2]1.[NH:25]1[CH2:30][CH2:29][NH:28][CH2:27][CH2:26]1. (9) Given the product [CH:6]1[CH:5]=[C:4]2[C:3]([CH2:10][C@@:11]([OH:15])([C:12]([OH:14])=[O:13])[CH2:31][C@H:30]([NH2:29])[C:32]([OH:34])=[O:33])=[CH:2][NH:1][C:9]2=[CH:8][CH:7]=1.[C:16]([O-:21])(=[O:20])[C:17]([CH3:19])=[O:18], predict the reactants needed to synthesize it. The reactants are: [NH:1]1[C:9]2[C:4](=[CH:5][CH:6]=[CH:7][CH:8]=2)[C:3]([CH2:10][C:11](=[O:15])[C:12]([O-:14])=[O:13])=[CH:2]1.[C:16]([O-:21])(=[O:20])[C:17]([CH3:19])=[O:18].C[C@H]1NCCNC1.[NH2:29][C@@H:30]([C:32]([OH:34])=[O:33])[CH3:31]. (10) Given the product [CH3:1][C:2]1[NH:3][C:4]2[C:9]([C:10]=1[CH3:11])=[CH:8][C:7]([NH:12][C:13]1[C:22]3[C:17](=[CH:18][C:19]([O:25][CH2:27][CH2:28][CH2:29][N:30]4[CH2:35][CH2:34][N:33]([CH3:36])[CH2:32][CH2:31]4)=[C:20]([O:23][CH3:24])[CH:21]=3)[N:16]=[CH:15][N:14]=1)=[CH:6][CH:5]=2, predict the reactants needed to synthesize it. The reactants are: [CH3:1][C:2]1[NH:3][C:4]2[C:9]([C:10]=1[CH3:11])=[CH:8][C:7]([NH:12][C:13]1[C:22]3[C:17](=[CH:18][C:19]([OH:25])=[C:20]([O:23][CH3:24])[CH:21]=3)[N:16]=[CH:15][N:14]=1)=[CH:6][CH:5]=2.O[CH2:27][CH2:28][CH2:29][N:30]1[CH2:35][CH2:34][N:33]([CH3:36])[CH2:32][CH2:31]1.